From a dataset of Forward reaction prediction with 1.9M reactions from USPTO patents (1976-2016). Predict the product of the given reaction. (1) Given the reactants [N+:1]([C:4]1[CH:5]=[C:6]([CH:10]=[C:11]([N+:13]([O-:15])=[O:14])[CH:12]=1)[C:7](O)=[O:8])([O-:3])=[O:2].B.O1CCCC1, predict the reaction product. The product is: [N+:1]([C:4]1[CH:5]=[C:6]([CH:10]=[C:11]([N+:13]([O-:15])=[O:14])[CH:12]=1)[CH2:7][OH:8])([O-:3])=[O:2]. (2) Given the reactants [CH:1]1[C:10]2[C:5](=[CH:6][CH:7]=[CH:8][CH:9]=2)[C:4]([C:11]2[N:15]3[CH:16]=[C:17]([CH:20]=O)[CH:18]=[CH:19][C:14]3=[N:13][CH:12]=2)=[CH:3][N:2]=1.[S:22]1[CH2:26][C:25](=[O:27])[NH:24][C:23]1=[O:28].C([O-])(=O)C.[Na+], predict the reaction product. The product is: [CH:1]1[C:10]2[C:5](=[CH:6][CH:7]=[CH:8][CH:9]=2)[C:4]([C:11]2[N:15]3[CH:16]=[C:17](/[CH:20]=[C:26]4/[C:25](=[O:27])[NH:24][C:23](=[O:28])[S:22]/4)[CH:18]=[CH:19][C:14]3=[N:13][CH:12]=2)=[CH:3][N:2]=1. (3) Given the reactants CO[CH:3](OC)[CH2:4][N:5]([CH3:15])[C:6]([C@H:8]1[CH2:13][CH2:12][C@H:11]([OH:14])[CH2:10][CH2:9]1)=O.C([O-])(=O)C.[NH4+:22].CC(O)=O.[OH-].[Na+], predict the reaction product. The product is: [CH3:15][N:5]1[CH:4]=[CH:3][N:22]=[C:6]1[C@H:8]1[CH2:13][CH2:12][C@H:11]([OH:14])[CH2:10][CH2:9]1. (4) Given the reactants C(N(CC)CC)C.[CH3:8][O:9][NH:10][C:11](=[O:20])[CH2:12][CH2:13][CH2:14][CH2:15][CH2:16][CH2:17][CH2:18][CH3:19].[C:21](OC(=O)C)(=[O:23])[CH3:22], predict the reaction product. The product is: [CH3:8][O:9][N:10]([C:11](=[O:20])[CH2:12][CH2:13][CH2:14][CH2:15][CH2:16][CH2:17][CH2:18][CH3:19])[C:21](=[O:23])[CH3:22]. (5) The product is: [CH2:1]([N:8]1[CH2:13][CH2:12][C:11]([CH3:15])([C:2]2[CH:7]=[CH:6][CH:5]=[CH:4][CH:3]=2)[CH2:10][CH2:9]1)[C:2]1[CH:7]=[CH:6][CH:5]=[CH:4][CH:3]=1. Given the reactants [CH2:1]([N:8]1[CH2:13][CH2:12][C:11]([CH3:15])(O)[CH2:10][CH2:9]1)[C:2]1[CH:7]=[CH:6][CH:5]=[CH:4][CH:3]=1.[OH-].[Na+], predict the reaction product. (6) Given the reactants C([O:4][C@H:5]1[C@H:10]([O:11]C(=O)C)[C@@H:9]([O:15]C(=O)C)[C@H:8]([C:19]2[CH:20]=[C:21]3[C:25](=[CH:26][CH:27]=2)[CH2:24][O:23][CH:22]3[C:28]2[CH:33]=[CH:32][C:31]([CH2:34][CH3:35])=[CH:30][CH:29]=2)[O:7][C@@H:6]1[CH2:36][O:37]C(=O)C)(=O)C.C([O-])([O-])=O.[K+].[K+], predict the reaction product. The product is: [CH2:34]([C:31]1[CH:32]=[CH:33][C:28]([CH:22]2[C:21]3[C:25](=[CH:26][CH:27]=[C:19]([C@H:8]4[C@H:9]([OH:15])[C@@H:10]([OH:11])[C@H:5]([OH:4])[C@@H:6]([CH2:36][OH:37])[O:7]4)[CH:20]=3)[CH2:24][O:23]2)=[CH:29][CH:30]=1)[CH3:35]. (7) Given the reactants [NH2:1][C:2](=[N:22][OH:23])[C:3]1[CH:19]=[CH:18][C:6]([CH2:7][N:8]([CH3:17])[CH2:9][C:10]([O:12][C:13]([CH3:16])([CH3:15])[CH3:14])=[O:11])=[C:5]([O:20][CH3:21])[CH:4]=1.[CH3:24][O:25][CH2:26][C:27]1[CH:32]=[C:31]([C:33](O)=O)[CH:30]=[CH:29][C:28]=1[C:36]1[CH:41]=[CH:40][CH:39]=[CH:38][C:37]=1[CH3:42], predict the reaction product. The product is: [CH3:21][O:20][C:5]1[CH:4]=[C:3]([C:2]2[N:1]=[C:33]([C:31]3[CH:30]=[CH:29][C:28]([C:36]4[CH:41]=[CH:40][CH:39]=[CH:38][C:37]=4[CH3:42])=[C:27]([CH2:26][O:25][CH3:24])[CH:32]=3)[O:23][N:22]=2)[CH:19]=[CH:18][C:6]=1[CH2:7][N:8]([CH3:17])[CH2:9][C:10]([O:12][C:13]([CH3:16])([CH3:15])[CH3:14])=[O:11]. (8) Given the reactants [OH:1][C:2]1[CH:7]=[CH:6][C:5]([CH2:8][NH:9][C:10](=[O:18])[C:11]2[CH:16]=[CH:15][CH:14]=[N:13][C:12]=2[NH2:17])=[CH:4][CH:3]=1.[Cl:19][C:20]1[CH:21]=[C:22]([CH:25]=[CH:26][CH:27]=1)[CH2:23]Cl.C(=O)([O-])[O-].[Cs+].[Cs+].CN(C=O)C, predict the reaction product. The product is: [Cl:19][C:20]1[CH:21]=[C:22]([CH:25]=[CH:26][CH:27]=1)[CH2:23][O:1][C:2]1[CH:3]=[CH:4][C:5]([CH2:8][NH:9][C:10](=[O:18])[C:11]2[CH:16]=[CH:15][CH:14]=[N:13][C:12]=2[NH2:17])=[CH:6][CH:7]=1. (9) Given the reactants Cl[C:2]1[C:3]2[NH:10][CH:9]=[CH:8][C:4]=2[N:5]=[CH:6][N:7]=1.[CH2:11]([O:18][C:19]1[CH:25]=[CH:24][C:22]([NH2:23])=[CH:21][C:20]=1[O:26][CH3:27])[C:12]1[CH:17]=[CH:16][CH:15]=[CH:14][CH:13]=1.CN1CCCC1=O, predict the reaction product. The product is: [CH2:11]([O:18][C:19]1[CH:25]=[CH:24][C:22]([NH:23][C:2]2[C:3]3[NH:10][CH:9]=[CH:8][C:4]=3[N:5]=[CH:6][N:7]=2)=[CH:21][C:20]=1[O:26][CH3:27])[C:12]1[CH:13]=[CH:14][CH:15]=[CH:16][CH:17]=1. (10) Given the reactants [C:1]1([NH2:8])[CH:6]=[CH:5][C:4]([NH2:7])=[CH:3][CH:2]=1.C(Cl)(=O)[C:10]1[CH:18]=[CH:17][C:13]([C:14](Cl)=[O:15])=[CH:12][CH:11]=1.[C:21](Cl)(=[O:28])[C:22]1[CH:27]=[CH:26][CH:25]=[CH:24][CH:23]=1, predict the reaction product. The product is: [C:1]1([NH:8][C:14](=[O:15])[C:13]2[CH:12]=[CH:11][CH:10]=[CH:18][CH:17]=2)[CH:6]=[CH:5][C:4]([NH:7][C:21](=[O:28])[C:22]2[CH:27]=[CH:26][CH:25]=[CH:24][CH:23]=2)=[CH:3][CH:2]=1.